Dataset: Reaction yield outcomes from USPTO patents with 853,638 reactions. Task: Predict the reaction yield, written as a fraction of the theoretical maximum amount of product (1.0 means a 100% yield; for example, 0.34 means a 34% yield). (1) The reactants are [Cl:1][C:2]1[CH:3]=[C:4]([CH:9]([C:28]([F:31])([F:30])[F:29])/[CH:10]=[CH:11]/[C:12]2[CH:13]=[CH:14][C:15]([N:23]3[CH:27]=[N:26][CH:25]=[N:24]3)=[C:16]([CH:22]=2)[C:17]([O:19]CC)=[O:18])[CH:5]=[C:6]([Cl:8])[CH:7]=1. The catalyst is Cl. The product is [Cl:8][C:6]1[CH:5]=[C:4]([CH:9]([C:28]([F:29])([F:31])[F:30])/[CH:10]=[CH:11]/[C:12]2[CH:13]=[CH:14][C:15]([N:23]3[CH:27]=[N:26][CH:25]=[N:24]3)=[C:16]([CH:22]=2)[C:17]([OH:19])=[O:18])[CH:3]=[C:2]([Cl:1])[CH:7]=1. The yield is 0.600. (2) The reactants are Br[C:2]1[CH:3]=[C:4]2[C:9](=[CH:10][CH:11]=1)[N:8]([C:12](=[O:14])[CH3:13])[C@@H:7]([CH3:15])[CH2:6][NH:5]2.C([O-])(=O)C.[K+].[B:21]1([B:21]2[O:25][C:24]([CH3:27])([CH3:26])[C:23]([CH3:29])([CH3:28])[O:22]2)[O:25][C:24]([CH3:27])([CH3:26])[C:23]([CH3:29])([CH3:28])[O:22]1. The catalyst is CC1CCCO1.C1C=CC(P(C2C=CC=CC=2)[C-]2C=CC=C2)=CC=1.C1C=CC(P(C2C=CC=CC=2)[C-]2C=CC=C2)=CC=1.Cl[Pd]Cl.[Fe+2].ClCCl. The product is [CH3:15][C@H:7]1[CH2:6][NH:5][C:4]2[C:9](=[CH:10][CH:11]=[C:2]([B:21]3[O:25][C:24]([CH3:27])([CH3:26])[C:23]([CH3:29])([CH3:28])[O:22]3)[CH:3]=2)[N:8]1[C:12](=[O:14])[CH3:13]. The yield is 0.670. (3) The reactants are [CH3:1][CH:2]([C:8]([O:10][CH2:11][CH3:12])=[O:9])[C:3]([O:5][CH2:6][CH3:7])=[O:4].[H-].[Na+].[Br:15][C:16]1[CH:21]=[C:20]([N+:22]([O-:24])=[O:23])[CH:19]=[CH:18][C:17]=1F. The catalyst is CN(C=O)C. The product is [Br:15][C:16]1[CH:21]=[C:20]([N+:22]([O-:24])=[O:23])[CH:19]=[CH:18][C:17]=1[C:2]([CH3:1])([C:3]([O:5][CH2:6][CH3:7])=[O:4])[C:8]([O:10][CH2:11][CH3:12])=[O:9]. The yield is 0.990.